Dataset: Catalyst prediction with 721,799 reactions and 888 catalyst types from USPTO. Task: Predict which catalyst facilitates the given reaction. (1) Reactant: I[C:2]1[CH:7]=[C:6]([C:8]([OH:10])=[O:9])[CH:5]=[CH:4][C:3]=1[C:11]1[CH:16]=[CH:15][C:14]([C:17]([OH:19])=[O:18])=[CH:13][C:12]=1I.C(=O)([O-])[O-].[K+].[K+].[S-2:27].[Na+].[Na+]. Product: [CH:4]1[C:3]2[C:11]3[CH:16]=[CH:15][C:14]([C:17]([OH:19])=[O:18])=[CH:13][C:12]=3[S:27][C:2]=2[CH:7]=[C:6]([C:8]([OH:10])=[O:9])[CH:5]=1. The catalyst class is: 580. (2) Reactant: [C:1]([C:5]1[N:9]([CH2:10][CH:11]2[CH2:16][CH2:15][O:14][CH2:13][CH2:12]2)[C:8]2[CH:17]=[CH:18][C:19]([S:21](Cl)(=[O:23])=[O:22])=[CH:20][C:7]=2[N:6]=1)([CH3:4])([CH3:3])[CH3:2].[NH:25]1[CH2:30][CH2:29][CH2:28][C@H:27]([C:31]([O:33][CH2:34][CH3:35])=[O:32])[CH2:26]1.CCN(C(C)C)C(C)C. Product: [C:1]([C:5]1[N:9]([CH2:10][CH:11]2[CH2:16][CH2:15][O:14][CH2:13][CH2:12]2)[C:8]2[CH:17]=[CH:18][C:19]([S:21]([N:25]3[CH2:30][CH2:29][CH2:28][C@H:27]([C:31]([O:33][CH2:34][CH3:35])=[O:32])[CH2:26]3)(=[O:23])=[O:22])=[CH:20][C:7]=2[N:6]=1)([CH3:4])([CH3:3])[CH3:2]. The catalyst class is: 26. (3) Reactant: [C:1]([C:3]1([C:14]2[CH:19]=[CH:18][CH:17]=[C:16]([F:20])[CH:15]=2)[CH2:8][CH2:7][C:6](=[O:9])[CH:5](C(OC)=O)[CH2:4]1)#[N:2].O. Product: [C:1]([C:3]1([C:14]2[CH:19]=[CH:18][CH:17]=[C:16]([F:20])[CH:15]=2)[CH2:8][CH2:7][C:6](=[O:9])[CH2:5][CH2:4]1)#[N:2]. The catalyst class is: 16.